Predict the reaction yield, written as a fraction of the theoretical maximum amount of product (1.0 means a 100% yield; for example, 0.34 means a 34% yield). From a dataset of Reaction yield outcomes from USPTO patents with 853,638 reactions. (1) The reactants are [NH2:1][C:2]1[CH:3]=[C:4]([CH2:10][OH:11])[CH:5]=[C:6]([CH2:8][OH:9])[CH:7]=1.[CH3:12][S:13][S:14][C:15]([CH3:19])([CH3:18])[CH:16]=O.[BH4-].[Na+]. The catalyst is C(O)C. The product is [CH3:16][C:15]([S:14][S:13][CH3:12])([CH3:19])[CH2:18][NH:1][C:2]1[CH:3]=[C:4]([CH2:10][OH:11])[CH:5]=[C:6]([CH2:8][OH:9])[CH:7]=1. The yield is 0.650. (2) The reactants are [Br:1][C:2]1[CH:3]=[N:4][C:5]([N:8]([CH3:16])[C@H:9]2[CH2:14][CH2:13][C@H:12]([OH:15])[CH2:11][CH2:10]2)=[N:6][CH:7]=1.Cl.Cl[CH2:19][CH2:20][N:21]1[CH2:25][CH2:24][CH2:23][CH2:22]1.[H-].[Na+].[Na+].[I-]. The catalyst is CC(N(C)C)=O.O.CCOCC. The product is [Br:1][C:2]1[CH:7]=[N:6][C:5]([N:8]([CH3:16])[C@H:9]2[CH2:10][CH2:11][C@H:12]([O:15][CH2:19][CH2:20][N:21]3[CH2:25][CH2:24][CH2:23][CH2:22]3)[CH2:13][CH2:14]2)=[N:4][CH:3]=1. The yield is 0.0500.